Dataset: Catalyst prediction with 721,799 reactions and 888 catalyst types from USPTO. Task: Predict which catalyst facilitates the given reaction. Reactant: [CH2:1]([N:3]1[C:11]2[C:6](=[CH:7][C:8]([C:12](=O)[CH2:13][C:14]([O:16]CC)=O)=[CH:9][CH:10]=2)[CH:5]=[N:4]1)[CH3:2].CC1C=CC(S(O)(=O)=O)=CC=1.[NH2:31][C:32]1[NH:36][N:35]=[CH:34][C:33]=1[C:37]#[N:38]. Product: [CH2:1]([N:3]1[C:11]2[C:6](=[CH:7][C:8]([C:12]3[NH:31][C:32]4[N:36]([N:35]=[CH:34][C:33]=4[C:37]#[N:38])[C:14](=[O:16])[CH:13]=3)=[CH:9][CH:10]=2)[CH:5]=[N:4]1)[CH3:2]. The catalyst class is: 114.